From a dataset of Reaction yield outcomes from USPTO patents with 853,638 reactions. Predict the reaction yield, written as a fraction of the theoretical maximum amount of product (1.0 means a 100% yield; for example, 0.34 means a 34% yield). (1) The reactants are [Cl:1][C:2]1[C:7]([Cl:8])=[CH:6][CH:5]=[CH:4][C:3]=1[C:9]1[N:14]=[N:13][C:12]([NH2:15])=[N:11][C:10]=1[NH2:16].Cl[CH:18]([C:21]1([C:24]2[CH:25]=[C:26]3[C:31](=[CH:32][CH:33]=2)[N:30]=[CH:29][CH:28]=[CH:27]3)[CH2:23][CH2:22]1)[CH:19]=O. The catalyst is C(O)C. The product is [Cl:1][C:2]1[C:7]([Cl:8])=[CH:6][CH:5]=[CH:4][C:3]=1[C:9]1[C:10]([NH2:16])=[N:11][C:12]2[N:13]([C:18]([C:21]3([C:24]4[CH:25]=[C:26]5[C:31](=[CH:32][CH:33]=4)[N:30]=[CH:29][CH:28]=[CH:27]5)[CH2:23][CH2:22]3)=[CH:19][N:15]=2)[N:14]=1. The yield is 0.350. (2) The reactants are [CH3:1][O:2][C:3]1[CH:12]=[C:11]([O:13][CH3:14])[CH:10]=[C:9]2[C:4]=1[C:5](=[O:29])[NH:6][C:7]([C:15]1[CH:20]=[CH:19][C:18]([NH:21][C:22]([CH2:24][O:25]C(=O)C)=[O:23])=[CH:17][CH:16]=1)=[N:8]2.C(=O)([O-])[O-].[K+].[K+]. The catalyst is C1COCC1.CO. The product is [CH3:1][O:2][C:3]1[CH:12]=[C:11]([O:13][CH3:14])[CH:10]=[C:9]2[C:4]=1[C:5](=[O:29])[NH:6][C:7]([C:15]1[CH:16]=[CH:17][C:18]([NH:21][C:22](=[O:23])[CH2:24][OH:25])=[CH:19][CH:20]=1)=[N:8]2. The yield is 0.550. (3) The reactants are N1CCNCC1.[CH:7]12[CH2:39][CH:10]([N:11]([CH2:13][CH2:14][N:15]3[C:23]4[C:18](=[CH:19][C:20]([N:24]5[CH:29]=[CH:28][C:27]([O:30][CH2:31][C:32]6[CH:37]=[CH:36][CH:35]=[CH:34][CH:33]=6)=[CH:26][C:25]5=[O:38])=[CH:21][CH:22]=4)[CH:17]=[N:16]3)[CH2:12]1)[CH2:9][O:8]2.[ClH:40]. No catalyst specified. The product is [ClH:40].[C@H:7]12[CH2:39][C@H:10]([N:11]([CH2:13][CH2:14][N:15]3[C:23]4[C:18](=[CH:19][C:20]([N:24]5[CH:29]=[CH:28][C:27]([O:30][CH2:31][C:32]6[CH:33]=[CH:34][CH:35]=[CH:36][CH:37]=6)=[CH:26][C:25]5=[O:38])=[CH:21][CH:22]=4)[CH:17]=[N:16]3)[CH2:12]1)[CH2:9][O:8]2. The yield is 0.180.